Dataset: Peptide-MHC class I binding affinity with 185,985 pairs from IEDB/IMGT. Task: Regression. Given a peptide amino acid sequence and an MHC pseudo amino acid sequence, predict their binding affinity value. This is MHC class I binding data. (1) The peptide sequence is VEAVMYMGTL. The MHC is HLA-B44:03 with pseudo-sequence HLA-B44:03. The binding affinity (normalized) is 0.423. (2) The peptide sequence is TIEGRKVMLY. The MHC is HLA-A11:01 with pseudo-sequence HLA-A11:01. The binding affinity (normalized) is 0.129. (3) The peptide sequence is FYFNWNTPI. The MHC is HLA-C06:02 with pseudo-sequence HLA-C06:02. The binding affinity (normalized) is 0.674. (4) The peptide sequence is YTAVVPSVY. The MHC is HLA-A29:02 with pseudo-sequence HLA-A29:02. The binding affinity (normalized) is 0.678. (5) The MHC is HLA-A31:01 with pseudo-sequence HLA-A31:01. The binding affinity (normalized) is 0.131. The peptide sequence is NCKCCWFADK.